Predict the product of the given reaction. From a dataset of Forward reaction prediction with 1.9M reactions from USPTO patents (1976-2016). Given the reactants [CH3:1][O:2][C:3]1[CH:4]=[C:5]2[C:17](=[CH:18][CH:19]=1)[NH:16][C:15]1[C:10]3([CH2:14][CH2:13][NH:12][CH2:11]3)[NH:9][CH2:8][CH2:7][C:6]2=1.Br[CH2:21][CH2:22][CH:23]1[CH2:28][CH2:27][CH2:26][CH2:25][CH2:24]1.C([O-])([O-])=O.[K+].[K+], predict the reaction product. The product is: [CH:23]1([CH2:22][CH2:21][N:12]2[CH2:13][CH2:14][C:10]3([C:15]4[NH:16][C:17]5[C:5](=[CH:4][C:3]([O:2][CH3:1])=[CH:19][CH:18]=5)[C:6]=4[CH2:7][CH2:8][NH:9]3)[CH2:11]2)[CH2:28][CH2:27][CH2:26][CH2:25][CH2:24]1.